The task is: Regression. Given two drug SMILES strings and cell line genomic features, predict the synergy score measuring deviation from expected non-interaction effect.. This data is from NCI-60 drug combinations with 297,098 pairs across 59 cell lines. (1) Drug 1: CCCCC(=O)OCC(=O)C1(CC(C2=C(C1)C(=C3C(=C2O)C(=O)C4=C(C3=O)C=CC=C4OC)O)OC5CC(C(C(O5)C)O)NC(=O)C(F)(F)F)O. Drug 2: COCCOC1=C(C=C2C(=C1)C(=NC=N2)NC3=CC=CC(=C3)C#C)OCCOC.Cl. Cell line: MDA-MB-435. Synergy scores: CSS=24.4, Synergy_ZIP=5.62, Synergy_Bliss=4.47, Synergy_Loewe=4.41, Synergy_HSA=2.06. (2) Drug 1: C1=CN(C=N1)CC(O)(P(=O)(O)O)P(=O)(O)O. Drug 2: CN(CC1=CN=C2C(=N1)C(=NC(=N2)N)N)C3=CC=C(C=C3)C(=O)NC(CCC(=O)O)C(=O)O. Cell line: NCI/ADR-RES. Synergy scores: CSS=1.29, Synergy_ZIP=1.61, Synergy_Bliss=0.269, Synergy_Loewe=-9.53, Synergy_HSA=-3.13.